Dataset: Full USPTO retrosynthesis dataset with 1.9M reactions from patents (1976-2016). Task: Predict the reactants needed to synthesize the given product. (1) Given the product [NH2:6][C:7]1[C:8]([C:25]([NH2:27])=[O:26])=[CH:9][C:10]2[C:18]3[C:13](=[CH:14][CH:15]=[CH:16][CH:17]=3)[N:12]([CH2:19][C:20]([NH:38][C:37](=[O:31])[CH2:36][Cl:35])([CH3:21])[CH3:22])[C:11]=2[N:24]=1, predict the reactants needed to synthesize it. The reactants are: S(=O)(=O)(O)O.[NH2:6][C:7]1[C:8]([C:25]([NH2:27])=[O:26])=[CH:9][C:10]2[C:18]3[C:13](=[CH:14][CH:15]=[CH:16][CH:17]=3)[N:12]([CH2:19][C:20](O)([CH3:22])[CH3:21])[C:11]=2[N:24]=1.[OH-].[Na+].C(=O)(O)[O-:31].[Na+].[Cl:35][CH2:36][C:37]#[N:38]. (2) Given the product [C:28]([O:27][C:25]([N:13]1[CH2:14][CH2:15][N:10]([C:8]2[O:9][C:5]3[C:4]([C:19]4[CH:24]=[CH:23][CH:22]=[CH:21][N:20]=4)=[CH:3][C:2]([Cl:1])=[C:17]([I:18])[C:6]=3[N:7]=2)[C@@H:11]([CH3:16])[CH2:12]1)=[O:26])([CH3:31])([CH3:30])[CH3:29], predict the reactants needed to synthesize it. The reactants are: [Cl:1][C:2]1[CH:3]=[C:4]([C:19]2[CH:24]=[CH:23][CH:22]=[CH:21][N:20]=2)[C:5]2[O:9][C:8]([N:10]3[CH2:15][CH2:14][NH:13][CH2:12][C@@H:11]3[CH3:16])=[N:7][C:6]=2[C:17]=1[I:18].[C:25](O[C:25]([O:27][C:28]([CH3:31])([CH3:30])[CH3:29])=[O:26])([O:27][C:28]([CH3:31])([CH3:30])[CH3:29])=[O:26].C(=O)([O-])O.[Na+]. (3) Given the product [C:1]1([CH3:21])[CH:2]=[CH:3][C:4]([S:7]([CH:10]([N+:18]#[C-:19])[C:11]2[CH:16]=[CH:15][C:14]([F:17])=[CH:13][CH:12]=2)(=[O:9])=[O:8])=[CH:5][CH:6]=1, predict the reactants needed to synthesize it. The reactants are: [C:1]1([CH3:21])[CH:6]=[CH:5][C:4]([S:7]([CH:10]([NH:18][CH:19]=O)[C:11]2[CH:16]=[CH:15][C:14]([F:17])=[CH:13][CH:12]=2)(=[O:9])=[O:8])=[CH:3][CH:2]=1.O=P(Cl)(Cl)Cl.C(N(CC)CC)C.C(=O)(O)[O-].[Na+]. (4) Given the product [Cl:1][C:2]1[C:3]2[C:6]([CH:7]=[CH:8][CH:9]=1)=[N:10][N:19]([CH2:18][CH2:17][C:16]#[C:15][Si:14]([CH3:21])([CH3:20])[CH3:13])[CH:4]=2, predict the reactants needed to synthesize it. The reactants are: [Cl:1][C:2]1[CH:9]=[CH:8][CH:7]=[C:6]([N+:10]([O-])=O)[C:3]=1[CH:4]=O.[CH3:13][Si:14]([CH3:21])([CH3:20])[C:15]#[C:16][CH2:17][CH2:18][NH2:19]. (5) Given the product [O:12]1[CH2:13][CH2:14][CH2:15][CH2:16][CH:11]1[N:6]1[CH:5]=[N:4][C:3]2[C:7]1=[N:8][CH:9]=[N:10][C:2]=2[C:25]1[CH:31]=[CH:30][CH:29]=[CH:28][C:26]=1[NH2:27], predict the reactants needed to synthesize it. The reactants are: Cl[C:2]1[N:10]=[CH:9][N:8]=[C:7]2[C:3]=1[N:4]=[CH:5][N:6]2[CH:11]1[CH2:16][CH2:15][CH2:14][CH2:13][O:12]1.CC1(C)C(C)(C)OB([C:25]2[CH:31]=[CH:30][CH:29]=[CH:28][C:26]=2[NH2:27])O1.N#N.C(=O)([O-])[O-].[Cs+].[Cs+]. (6) Given the product [CH3:20][S:21]([O:12][CH2:11][CH2:10][O:9][CH2:8][CH2:7][O:6][CH2:5][CH2:4][N:1]=[N+:2]=[N-:3])(=[O:23])=[O:22], predict the reactants needed to synthesize it. The reactants are: [N:1]([CH2:4][CH2:5][O:6][CH2:7][CH2:8][O:9][CH2:10][CH2:11][OH:12])=[N+:2]=[N-:3].CCN(CC)CC.[CH3:20][S:21](Cl)(=[O:23])=[O:22].CCOC(C)=O. (7) Given the product [C:1]([NH:4][C:5]1[S:6][CH:7]=[C:8]([CH2:10][CH2:11][C:12]2[S:16][C:15]([C:17]([OH:19])=[O:18])=[CH:14][CH:13]=2)[N:9]=1)(=[O:3])[CH3:2], predict the reactants needed to synthesize it. The reactants are: [C:1]([NH:4][C:5]1[S:6][CH:7]=[C:8]([CH:10]=[CH:11][C:12]2[S:16][C:15]([C:17]([OH:19])=[O:18])=[CH:14][CH:13]=2)[N:9]=1)(=[O:3])[CH3:2]. (8) Given the product [C:12]([O:11][C:9]([NH:16][CH:17]([C:21]([CH3:24])([CH3:23])[CH3:22])[C:18]([OH:20])=[O:19])=[O:10])([CH3:13])([CH3:14])[CH3:15], predict the reactants needed to synthesize it. The reactants are: [C:9](O[C:9]([O:11][C:12]([CH3:15])([CH3:14])[CH3:13])=[O:10])([O:11][C:12]([CH3:15])([CH3:14])[CH3:13])=[O:10].[NH2:16][CH:17]([C:21]([CH3:24])([CH3:23])[CH3:22])[C:18]([OH:20])=[O:19]. (9) Given the product [NH2:11][C:12]1([PH:20]([NH:22][CH2:23][CH2:24][CH3:25])=[O:21])[CH2:17][CH2:16][CH2:15][N:14]([NH2:18])[C:13]1=[O:19], predict the reactants needed to synthesize it. The reactants are: C(OC([NH:11][C@:12]1([PH:20]([NH:22][CH2:23][CH2:24][CH3:25])=[O:21])[CH2:17][CH2:16][CH2:15][N:14]([NH2:18])[C:13]1=[O:19])=O)C1C=CC=CC=1. (10) Given the product [C:21]([O:20][C:18]([NH:17][CH:14]1[CH2:15][CH2:16][N:12]([C:8]2[C:9]([Cl:11])=[CH:10][C:5]([C:4]([OH:30])=[O:3])=[C:6]([NH:26][CH:27]3[CH2:28][CH2:29]3)[C:7]=2[F:25])[CH2:13]1)=[O:19])([CH3:24])([CH3:22])[CH3:23], predict the reactants needed to synthesize it. The reactants are: C([O:3][C:4](=[O:30])[C:5]1[CH:10]=[C:9]([Cl:11])[C:8]([N:12]2[CH2:16][CH2:15][CH:14]([NH:17][C:18]([O:20][C:21]([CH3:24])([CH3:23])[CH3:22])=[O:19])[CH2:13]2)=[C:7]([F:25])[C:6]=1[NH:26][CH:27]1[CH2:29][CH2:28]1)C.[OH-].[Na+].CO.